This data is from TCR-epitope binding with 47,182 pairs between 192 epitopes and 23,139 TCRs. The task is: Binary Classification. Given a T-cell receptor sequence (or CDR3 region) and an epitope sequence, predict whether binding occurs between them. (1) The epitope is ATDALMTGY. The TCR CDR3 sequence is CASRAGTSNTGELFF. Result: 1 (the TCR binds to the epitope). (2) The epitope is KLPDDFTGCV. The TCR CDR3 sequence is CASSLNTLHVGASYEQYF. Result: 1 (the TCR binds to the epitope).